This data is from Peptide-MHC class II binding affinity with 134,281 pairs from IEDB. The task is: Regression. Given a peptide amino acid sequence and an MHC pseudo amino acid sequence, predict their binding affinity value. This is MHC class II binding data. (1) The peptide sequence is PCRAGFETNVSHNVQ. The MHC is HLA-DPA10301-DPB10402 with pseudo-sequence HLA-DPA10301-DPB10402. The binding affinity (normalized) is 0.209. (2) The peptide sequence is KTRQEKWMTGRMGER. The MHC is H-2-IAd with pseudo-sequence H-2-IAd. The binding affinity (normalized) is 0.302.